Dataset: Catalyst prediction with 721,799 reactions and 888 catalyst types from USPTO. Task: Predict which catalyst facilitates the given reaction. Reactant: C([Sn](C#N)(CCCC)CCCC)CCC.C(OC(C1C=C(C2C=CC(OS(C(F)(F)F)(=O)=O)=CN=2)N(C2C=CC=CC=2)N=1)=O)C.C([O:48][C:49]([C:51]1[CH:55]=[C:54]([C:56]2[CH:61]=[CH:60][C:59]([C:62]#[N:63])=[CH:58][N:57]=2)[N:53]([C:64]2[CH:69]=[CH:68][CH:67]=[CH:66][CH:65]=2)[N:52]=1)=[O:50])C.O.[OH-].[Li+]. Product: [C:62]([C:59]1[CH:60]=[CH:61][C:56]([C:54]2[N:53]([C:64]3[CH:69]=[CH:68][CH:67]=[CH:66][CH:65]=3)[N:52]=[C:51]([C:49]([OH:50])=[O:48])[CH:55]=2)=[N:57][CH:58]=1)#[N:63]. The catalyst class is: 73.